This data is from Forward reaction prediction with 1.9M reactions from USPTO patents (1976-2016). The task is: Predict the product of the given reaction. Given the reactants ClC1C(OC)=CC(OC)=C(Cl)C=1N1CC2C(=NC(NC)=NC=2)N(C2CCNCC2)C1=O.[F:32][C:33]([F:38])([F:37])[C:34]([OH:36])=[O:35].C(OC([N:46]1[CH2:51][CH2:50][CH:49]([N:52]2[C:57]3=[N:58][C:59]([NH:62][CH3:63])=[N:60][CH:61]=[C:56]3[CH2:55][N:54]([C:64]3[C:69]([F:70])=[C:68]([O:71][CH3:72])[CH:67]=[C:66]([O:73][CH3:74])[C:65]=3[F:75])[C:53]2=[O:76])[CH2:48][CH2:47]1)=O)(C)(C)C, predict the reaction product. The product is: [F:32][C:33]([F:38])([F:37])[C:34]([OH:36])=[O:35].[F:70][C:69]1[C:68]([O:71][CH3:72])=[CH:67][C:66]([O:73][CH3:74])=[C:65]([F:75])[C:64]=1[N:54]1[CH2:55][C:56]2[C:57](=[N:58][C:59]([NH:62][CH3:63])=[N:60][CH:61]=2)[N:52]([CH:49]2[CH2:50][CH2:51][NH:46][CH2:47][CH2:48]2)[C:53]1=[O:76].